From a dataset of NCI-60 drug combinations with 297,098 pairs across 59 cell lines. Regression. Given two drug SMILES strings and cell line genomic features, predict the synergy score measuring deviation from expected non-interaction effect. (1) Drug 1: CS(=O)(=O)CCNCC1=CC=C(O1)C2=CC3=C(C=C2)N=CN=C3NC4=CC(=C(C=C4)OCC5=CC(=CC=C5)F)Cl. Drug 2: CC1C(C(CC(O1)OC2CC(CC3=C2C(=C4C(=C3O)C(=O)C5=C(C4=O)C(=CC=C5)OC)O)(C(=O)CO)O)N)O.Cl. Cell line: MOLT-4. Synergy scores: CSS=33.1, Synergy_ZIP=3.53, Synergy_Bliss=1.63, Synergy_Loewe=-40.6, Synergy_HSA=-3.77. (2) Drug 1: C1CN(CCN1C(=O)CCBr)C(=O)CCBr. Drug 2: C1C(C(OC1N2C=NC3=C2NC=NCC3O)CO)O. Cell line: BT-549. Synergy scores: CSS=22.1, Synergy_ZIP=-7.91, Synergy_Bliss=-3.09, Synergy_Loewe=0.181, Synergy_HSA=-0.187. (3) Drug 1: C1=CC(=CC=C1C#N)C(C2=CC=C(C=C2)C#N)N3C=NC=N3. Drug 2: C(CN)CNCCSP(=O)(O)O. Cell line: BT-549. Synergy scores: CSS=-2.98, Synergy_ZIP=0.171, Synergy_Bliss=-4.06, Synergy_Loewe=-4.82, Synergy_HSA=-5.36. (4) Drug 1: CC(C)(C#N)C1=CC(=CC(=C1)CN2C=NC=N2)C(C)(C)C#N. Drug 2: CCN(CC)CCCC(C)NC1=C2C=C(C=CC2=NC3=C1C=CC(=C3)Cl)OC. Cell line: NCI-H460. Synergy scores: CSS=27.9, Synergy_ZIP=2.23, Synergy_Bliss=3.41, Synergy_Loewe=2.10, Synergy_HSA=2.00. (5) Drug 1: C(CCl)NC(=O)N(CCCl)N=O. Drug 2: CC12CCC3C(C1CCC2OP(=O)(O)O)CCC4=C3C=CC(=C4)OC(=O)N(CCCl)CCCl.[Na+]. Cell line: CCRF-CEM. Synergy scores: CSS=19.0, Synergy_ZIP=-6.65, Synergy_Bliss=-2.99, Synergy_Loewe=-17.6, Synergy_HSA=-1.57. (6) Drug 1: C1CCC(CC1)NC(=O)N(CCCl)N=O. Drug 2: C1=NNC2=C1C(=O)NC=N2. Cell line: K-562. Synergy scores: CSS=33.2, Synergy_ZIP=-3.03, Synergy_Bliss=0.821, Synergy_Loewe=-7.28, Synergy_HSA=1.49.